Task: Binary Classification. Given a miRNA mature sequence and a target amino acid sequence, predict their likelihood of interaction.. Dataset: Experimentally validated miRNA-target interactions with 360,000+ pairs, plus equal number of negative samples (1) The miRNA is hsa-miR-4466 with sequence GGGUGCGGGCCGGCGGGG. The protein sequence of the target gene is MAGSSAGGGGVGETKVIYHLDEEETPYLVKIPVPAERITLGDFKSVLQRPAGAKYFFKSMDQDFGVVKEEISDDNARLPCFNGRVVSWLVSSDTPQPEVAPPAHESRTELVPPPPPLPPLPPERTSGIGDSRPPSFHPNVSSSHENLEPETETESVVSLRRDRPRRRDSSEHGAGGHRPGGPSRLERHLAGYESSSTLMTSELESTSLGDSDEDDTMSRFSSSTEQSSASRLLKRHRRRRKQRPPRMERTSSFSSVTDSTMSLNIITVTLNMEKYNFLGISIVGQSNERGDGGIYIGSIM.... Result: 0 (no interaction). (2) The miRNA is hsa-miR-4756-5p with sequence CAGGGAGGCGCUCACUCUCUGCU. The protein sequence of the target gene is MAYQLYRNTTLGNSLQESLDELIQSQQITPQLALQVLLQFDKAINAALAQRVRNRVNFRGSLNTYRFCDNVWTFVLNDVEFREVTELIKVDKVKIVACDGKNTGSNTTE. Result: 0 (no interaction). (3) The miRNA is hsa-miR-16-5p with sequence UAGCAGCACGUAAAUAUUGGCG. The protein sequence of the target gene is MKMADRSGKIIPGQVYIEVEYDYEYEAKDRKIVIKQGERYILVKKTNDDWWQVKPDENSKAFYVPAQYVKEVTRKALMPPVKQVAGLPNNSTKIMQSLHLQRSTENVNKLPELSSFGKPSSSVQGTGLIRDANQNFGPSYNQGQTVNLSLDLTHNNGKFNNDSHSPKVSSQNRTRSFGHFPGPEFLDVEKTSFSQEQSCDSAGEGSERIHQDSESGDELSSSSTEQIRATTPPNQGRPDSPVYANLQELKISQSALPPLPGSPAIQINGEWETHKDSSGRCYYYNRGTQERTWKPPRWTR.... Result: 1 (interaction).